From a dataset of Forward reaction prediction with 1.9M reactions from USPTO patents (1976-2016). Predict the product of the given reaction. (1) The product is: [C:3]([O:7][C:8]([NH:10][C@@H:11]([CH2:21][CH2:22][CH2:23][CH2:24][NH:25][C:26]([O:28][C:29]([CH3:32])([CH3:31])[CH3:30])=[O:27])[C:12]([NH:14][CH2:15][CH2:16][C:17]([OH:19])=[O:18])=[O:13])=[O:9])([CH3:6])([CH3:5])[CH3:4]. Given the reactants [Li+].[OH-].[C:3]([O:7][C:8]([NH:10][C@@H:11]([CH2:21][CH2:22][CH2:23][CH2:24][NH:25][C:26]([O:28][C:29]([CH3:32])([CH3:31])[CH3:30])=[O:27])[C:12]([NH:14][CH2:15][CH2:16][C:17]([O:19]C)=[O:18])=[O:13])=[O:9])([CH3:6])([CH3:5])[CH3:4].O1CCOCC1, predict the reaction product. (2) The product is: [CH2:1]=[CH2:2].[CH2:10]=[CH:9][CH2:11][CH2:12][CH2:13][CH2:14][CH2:15][CH3:16].[CH:9]([C:11]1[CH:16]=[CH:15][CH:14]=[CH:13][C:12]=1[CH:17]=[CH2:18])=[CH2:10]. Given the reactants [CH2:1]=[CH:2]CCCCCC.[CH:9]([C:11]1[CH:16]=[CH:15][CH:14]=[CH:13][C:12]=1[CH:17]=[CH2:18])=[CH2:10].CCCCCC.C=C, predict the reaction product. (3) Given the reactants [Cl:1][C:2]1[C:3]([CH:17]([S:27]([C:30]2[CH:35]=[CH:34][C:33]([Cl:36])=[CH:32][CH:31]=2)(=[O:29])=[O:28])[C:18]2[CH:23]=[C:22]([C:24]#[N:25])[CH:21]=[CH:20][C:19]=2[F:26])=[CH:4][C:5]([N:8](S(C)(=O)=O)[S:9]([CH3:12])(=[O:11])=[O:10])=[N:6][CH:7]=1.[F-].C([N+](CCCC)(CCCC)CCCC)CCC, predict the reaction product. The product is: [Cl:1][C:2]1[C:3]([CH:17]([S:27]([C:30]2[CH:35]=[CH:34][C:33]([Cl:36])=[CH:32][CH:31]=2)(=[O:28])=[O:29])[C:18]2[CH:23]=[C:22]([C:24]#[N:25])[CH:21]=[CH:20][C:19]=2[F:26])=[CH:4][C:5]([NH:8][S:9]([CH3:12])(=[O:11])=[O:10])=[N:6][CH:7]=1. (4) Given the reactants Br[C:2]1[CH:7]=[CH:6][CH:5]=[CH:4][C:3]=1[C:8]([CH3:16])([C:10]1[CH:15]=[CH:14][CH:13]=[CH:12][CH:11]=1)[CH3:9].[N:17]1[C:26]2[C:21](=[CH:22][CH:23]=[C:24]3[CH:30]=[CH:29][CH:28]=[CH:27][C:25]3=2)[CH:20]=[CH:19][C:18]=1[C:31]([C:33]1[CH:42]=[CH:41][C:40]2[C:35](=[C:36]3[CH:46]=[CH:45][CH:44]=[CH:43][C:37]3=[CH:38][CH:39]=2)[N:34]=1)=O, predict the reaction product. The product is: [N:17]1[C:26]2[C:21](=[CH:22][CH:23]=[C:24]3[CH:30]=[CH:29][CH:28]=[CH:27][C:25]3=2)[CH:20]=[CH:19][C:18]=1[C:31]1([C:33]2[CH:42]=[CH:41][C:40]3[C:35](=[C:36]4[CH:46]=[CH:45][CH:44]=[CH:43][C:37]4=[CH:38][CH:39]=3)[N:34]=2)[C:2]2[CH:7]=[CH:6][CH:5]=[CH:4][C:3]=2[C:8]([CH3:16])([CH3:9])[C:10]2[C:15]1=[CH:14][CH:13]=[CH:12][CH:11]=2.